This data is from Forward reaction prediction with 1.9M reactions from USPTO patents (1976-2016). The task is: Predict the product of the given reaction. Given the reactants Br[C:2]1[CH:3]=[C:4]([C:8](=[O:24])[C:9]([C:11]2[CH:16]=[CH:15][C:14]([O:17][CH:18]([F:20])[F:19])=[C:13]([CH:21]3[CH2:23][CH2:22]3)[CH:12]=2)=[O:10])[CH:5]=[CH:6][CH:7]=1.[CH:25]#[C:26][CH2:27][CH2:28][CH3:29].[Al], predict the reaction product. The product is: [CH:21]1([C:13]2[CH:12]=[C:11]([C:9](=[O:10])[C:8]([C:4]3[CH:5]=[CH:6][CH:7]=[C:2]([C:25]#[C:26][CH2:27][CH2:28][CH3:29])[CH:3]=3)=[O:24])[CH:16]=[CH:15][C:14]=2[O:17][CH:18]([F:20])[F:19])[CH2:23][CH2:22]1.